This data is from Catalyst prediction with 721,799 reactions and 888 catalyst types from USPTO. The task is: Predict which catalyst facilitates the given reaction. (1) Reactant: ClC(Cl)(Cl)CO[C:5](=[O:23])[NH:6][C:7]1[N:8]([C:16]2[CH:21]=[CH:20][C:19]([CH3:22])=[CH:18][CH:17]=2)[N:9]=[C:10]([C:12]([CH3:15])([CH3:14])[CH3:13])[CH:11]=1.[CH3:26][C@H:27]1[CH2:32][CH2:31][CH2:30][CH2:29][N:28]1[C:33]1[N:37]2[CH:38]=[C:39]([O:42][C@H:43]3[C:52]4[C:47](=[CH:48][CH:49]=[CH:50][CH:51]=4)[C@@H:46]([NH2:53])[CH2:45][CH2:44]3)[CH:40]=[CH:41][C:36]2=[N:35][N:34]=1.CCN(C(C)C)C(C)C.CO. Product: [C:12]([C:10]1[CH:11]=[C:7]([NH:6][C:5]([NH:53][C@@H:46]2[C:47]3[C:52](=[CH:51][CH:50]=[CH:49][CH:48]=3)[C@H:43]([O:42][C:39]3[CH:40]=[CH:41][C:36]4[N:37]([C:33]([N:28]5[CH2:29][CH2:30][CH2:31][CH2:32][C@@H:27]5[CH3:26])=[N:34][N:35]=4)[CH:38]=3)[CH2:44][CH2:45]2)=[O:23])[N:8]([C:16]2[CH:21]=[CH:20][C:19]([CH3:22])=[CH:18][CH:17]=2)[N:9]=1)([CH3:15])([CH3:14])[CH3:13]. The catalyst class is: 258. (2) Reactant: [CH:1]([C:3]1[CH:10]=[CH:9][C:6]([CH2:7][NH2:8])=[CH:5][CH:4]=1)=[CH2:2].[NH:11]([C:30]([O:32][C:33]([CH3:36])([CH3:35])[CH3:34])=[O:31])[C@H:12]([C:20](ON1C(=O)CCC1=O)=[O:21])[CH2:13]C1C=CC=CC=1.C([N:39]([CH2:42][CH3:43])[CH2:40][CH3:41])C. Product: [C:33]([O:32][C:30](=[O:31])[NH:11][CH:12]([CH2:13][C:43]1[C:41]2[C:40](=[CH:2][CH:1]=[CH:3][CH:4]=2)[NH:39][CH:42]=1)[C:20](=[O:21])[NH:8][CH2:7][C:6]1[CH:9]=[CH:10][C:3]([CH:1]=[CH2:2])=[CH:4][CH:5]=1)([CH3:34])([CH3:36])[CH3:35]. The catalyst class is: 4. (3) Reactant: [CH2:1]([O:8][C:9]1[CH:14]=[C:13](Cl)[N:12]=[C:11]([Cl:16])[CH:10]=1)[C:2]1[CH:7]=[CH:6][CH:5]=[CH:4][CH:3]=1.[NH:17]1[CH2:22][CH2:21][O:20][CH2:19][CH2:18]1. Product: [CH2:1]([O:8][C:9]1[CH:10]=[C:11]([Cl:16])[N:12]=[C:13]([N:17]2[CH2:22][CH2:21][O:20][CH2:19][CH2:18]2)[CH:14]=1)[C:2]1[CH:3]=[CH:4][CH:5]=[CH:6][CH:7]=1. The catalyst class is: 37. (4) Reactant: C(OC(=O)[NH:7][C:8]1[CH:13]=[C:12]([N:14]([CH3:18])[CH2:15][CH2:16][CH3:17])[C:11]([C:19]([F:22])([F:21])[F:20])=[CH:10][C:9]=1[NH2:23])(C)(C)C.C(O[C:30](=[O:53])[CH2:31][C:32](=O)[C:33]1[CH:38]=[CH:37][CH:36]=[C:35]([C:39]2[S:40][CH:41]=[C:42]([CH2:44][O:45]C3CCCCO3)[N:43]=2)[CH:34]=1)(C)(C)C.C(O)(C(F)(F)F)=O. Product: [OH:45][CH2:44][C:42]1[N:43]=[C:39]([C:35]2[CH:34]=[C:33]([C:32]3[CH2:31][C:30](=[O:53])[NH:23][C:9]4[CH:10]=[C:11]([C:19]([F:20])([F:21])[F:22])[C:12]([N:14]([CH3:18])[CH2:15][CH2:16][CH3:17])=[CH:13][C:8]=4[N:7]=3)[CH:38]=[CH:37][CH:36]=2)[S:40][CH:41]=1. The catalyst class is: 2. (5) Reactant: [CH3:1][N:2]([CH3:6])[CH2:3][CH2:4][OH:5].[H-].[Na+].[CH2:18]1O[CH2:22][CH2:21][O:20][CH2:19][CH2:18]OCCO[CH2:22][CH2:21][O:20][CH2:19]1.CC1[CH:30]=[C:29]([NH:31][C:32]2[C:41]3[C:36](=[CH:37][CH:38]=[CH:39][C:40]=3F)[N:35]=[CH:34][N:33]=2)[CH:28]=[CH:27][C:26]=1O. Product: [CH3:1][N:2]([CH3:6])[CH2:3][CH2:4][O:5][C:40]1[CH:39]=[CH:38][CH:37]=[C:36]2[C:41]=1[C:32]([NH:31][C:29]1[CH:30]=[CH:22][C:21]([O:20][CH2:19][C:18]3[CH:26]=[CH:27][CH:28]=[CH:29][N:31]=3)=[C:27]([CH3:26])[CH:28]=1)=[N:33][CH:34]=[N:35]2. The catalyst class is: 44. (6) Reactant: [C:1]([O:5][C:6]([N:8]1[C@H:17]([CH2:18][C:19]([OH:21])=O)[CH2:16][C:15]2[C:10](=[CH:11][CH:12]=[CH:13][CH:14]=2)[CH2:9]1)=[O:7])([CH3:4])([CH3:3])[CH3:2].[NH:22]1[CH2:27][CH2:26][O:25][CH2:24][CH2:23]1.C(N(CC)CC)C.OC1C2N=NNC=2C=CC=1. Product: [O:25]1[CH2:26][CH2:27][N:22]([C:19](=[O:21])[CH2:18][C@@H:17]2[CH2:16][C:15]3[C:10](=[CH:11][CH:12]=[CH:13][CH:14]=3)[CH2:9][N:8]2[C:6]([O:5][C:1]([CH3:4])([CH3:2])[CH3:3])=[O:7])[CH2:23][CH2:24]1. The catalyst class is: 4. (7) Reactant: [CH3:1][C:2]1[C:7]([CH3:8])=[CH:6][C:5]([CH3:9])=[CH:4][C:3]=1[OH:10].[F:11][C:12]([F:25])([F:24])[S:13](O[S:13]([C:12]([F:25])([F:24])[F:11])(=[O:15])=[O:14])(=[O:15])=[O:14].[Cl-].[NH4+]. Product: [F:11][C:12]([F:25])([F:24])[S:13]([O:10][C:3]1[CH:4]=[C:5]([CH3:9])[CH:6]=[C:7]([CH3:8])[C:2]=1[CH3:1])(=[O:15])=[O:14]. The catalyst class is: 17. (8) Product: [Cl:1][C:2]1[CH:7]=[C:6]([S:20][CH3:19])[N:5]=[C:4]([S:9][CH2:10][C:11]2[CH:16]=[CH:15][CH:14]=[C:13]([F:17])[C:12]=2[F:18])[N:3]=1. Reactant: [Cl:1][C:2]1[CH:7]=[C:6](Cl)[N:5]=[C:4]([S:9][CH2:10][C:11]2[CH:16]=[CH:15][CH:14]=[C:13]([F:17])[C:12]=2[F:18])[N:3]=1.[CH3:19][S-:20].[Na+].[Cl-].[NH4+]. The catalyst class is: 1. (9) Reactant: [CH3:1][C:2]1[CH:7]=[CH:6][C:5]([SH:8])=[CH:4][CH:3]=1.[N+:9]([C:12]([C:16]([Cl:20])=[C:17]([Cl:19])[Cl:18])=[C:13](Cl)[Cl:14])([O-:11])=[O:10].CO. Product: [CH3:1][C:2]1[CH:7]=[CH:6][C:5]([S:8][C:13]([Cl:14])=[C:12]([N+:9]([O-:11])=[O:10])[C:16]([Cl:20])=[C:17]([Cl:18])[Cl:19])=[CH:4][CH:3]=1. The catalyst class is: 28. (10) Reactant: Cl.Cl.[NH2:3][CH2:4][CH2:5][CH2:6][CH2:7][C:8]1[CH:23]=[CH:22][C:11]([O:12][CH2:13][C:14]([NH:16][C:17]2[NH:18][CH:19]=[CH:20][N:21]=2)=[O:15])=[CH:10][CH:9]=1.C(N(C(C)C)CC)(C)C.I.[NH2:34][C:35]1[C:36]([C:43]([NH:45][C:46](=[NH:49])SC)=[O:44])=[N:37][C:38]([Cl:42])=[C:39]([NH2:41])[N:40]=1. Product: [NH2:34][C:35]1[C:36]([C:43]([NH:45][C:46](=[NH:49])[NH:3][CH2:4][CH2:5][CH2:6][CH2:7][C:8]2[CH:23]=[CH:22][C:11]([O:12][CH2:13][C:14]([NH:16][C:17]3[NH:21][CH:20]=[CH:19][N:18]=3)=[O:15])=[CH:10][CH:9]=2)=[O:44])=[N:37][C:38]([Cl:42])=[C:39]([NH2:41])[N:40]=1. The catalyst class is: 357.